From a dataset of Peptide-MHC class II binding affinity with 134,281 pairs from IEDB. Regression. Given a peptide amino acid sequence and an MHC pseudo amino acid sequence, predict their binding affinity value. This is MHC class II binding data. The peptide sequence is SADLELSWNLNGLQAY. The MHC is HLA-DQA10301-DQB10302 with pseudo-sequence HLA-DQA10301-DQB10302. The binding affinity (normalized) is 0.311.